This data is from Reaction yield outcomes from USPTO patents with 853,638 reactions. The task is: Predict the reaction yield, written as a fraction of the theoretical maximum amount of product (1.0 means a 100% yield; for example, 0.34 means a 34% yield). (1) The reactants are [Br:1][C:2]1[CH:7]=[CH:6][C:5]([NH:8][C:9]2[C:10]([CH2:19][OH:20])=[CH:11][C:12]3[NH:16][CH:15]=[N:14][C:13]=3[C:17]=2[F:18])=[C:4]([Cl:21])[CH:3]=1. The catalyst is O1CCCC1.CC(C)=O.O=[Mn]=O. The product is [Br:1][C:2]1[CH:7]=[CH:6][C:5]([NH:8][C:9]2[C:10]([CH:19]=[O:20])=[CH:11][C:12]3[NH:16][CH:15]=[N:14][C:13]=3[C:17]=2[F:18])=[C:4]([Cl:21])[CH:3]=1. The yield is 0.850. (2) The reactants are [CH3:1][O:2][C:3]1[CH:10]=[CH:9][C:6]([CH:7]=O)=[C:5]([C:11]2[S:12][CH:13]=[CH:14][CH:15]=2)[CH:4]=1.[C:16]([C:19]1[CH:27]=[CH:26][C:22]([C:23]([OH:25])=[O:24])=[CH:21][CH:20]=1)(=[O:18])[CH3:17]. No catalyst specified. The product is [CH3:1][O:2][C:3]1[CH:10]=[CH:9][C:6](/[CH:7]=[CH:17]/[C:16]([C:19]2[CH:27]=[CH:26][C:22]([C:23]([OH:25])=[O:24])=[CH:21][CH:20]=2)=[O:18])=[C:5]([C:11]2[S:12][CH:13]=[CH:14][CH:15]=2)[CH:4]=1. The yield is 0.610. (3) The reactants are [Cl-].O[NH3+:3].[C:4](=[O:7])([O-])[OH:5].[Na+].CS(C)=O.[CH2:13]([C:15]1[N:16]=[C:17]([CH3:47])[N:18]([C:37]2[CH:38]=[CH:39][C:40]3[O:44][CH:43]([CH3:45])[CH2:42][C:41]=3[CH:46]=2)[C:19](=[O:36])[C:20]=1[CH2:21][C:22]1[CH:27]=[CH:26][C:25]([C:28]2[C:29]([C:34]#[N:35])=[CH:30][CH:31]=[CH:32][CH:33]=2)=[CH:24][CH:23]=1)[CH3:14]. The catalyst is C(OCC)(=O)C. The product is [CH2:13]([C:15]1[N:16]=[C:17]([CH3:47])[N:18]([C:37]2[CH:38]=[CH:39][C:40]3[O:44][CH:43]([CH3:45])[CH2:42][C:41]=3[CH:46]=2)[C:19](=[O:36])[C:20]=1[CH2:21][C:22]1[CH:23]=[CH:24][C:25]([C:28]2[CH:33]=[CH:32][CH:31]=[CH:30][C:29]=2[C:34]2[NH:3][C:4](=[O:7])[O:5][N:35]=2)=[CH:26][CH:27]=1)[CH3:14]. The yield is 0.670. (4) The reactants are [CH3:1][O:2][C:3]1[N:8]=[C:7]([N:9]2[CH2:13][CH2:12][C@H:11]([OH:14])[CH2:10]2)[CH:6]=[CH:5][CH:4]=1.[Br:15]N1C(=O)CCC1=O. The catalyst is C(Cl)(Cl)Cl. The product is [Br:15][C:4]1[CH:5]=[CH:6][C:7]([N:9]2[CH2:13][CH2:12][C@H:11]([OH:14])[CH2:10]2)=[N:8][C:3]=1[O:2][CH3:1]. The yield is 0.0850. (5) The reactants are [CH3:1][O:2][CH2:3][CH:4]=[N:5][OH:6].[CH2:7]([O:9][C:10](=[O:13])[C:11]#[CH:12])[CH3:8].[O-]Cl.[Na+]. The catalyst is C1COCC1. The product is [CH2:7]([O:9][C:10]([C:11]1[O:6][N:5]=[C:4]([CH2:3][O:2][CH3:1])[CH:12]=1)=[O:13])[CH3:8]. The yield is 0.300. (6) The reactants are C(OC([N:11]1[CH2:15][CH:14]2[CH2:16][CH:17]([CH2:19][O:20][C:21]3[CH:30]=[C:29]4[C:24]([C:25]([O:31][C:32]5[CH:37]=[CH:36][C:35]([N+:38]([O-:40])=[O:39])=[CH:34][C:33]=5[F:41])=[CH:26][CH:27]=[N:28]4)=[CH:23][C:22]=3[O:42][CH3:43])[CH2:18][CH:13]2[CH2:12]1)=O)C1C=CC=CC=1.Br. The catalyst is C(O)(=O)C.CCOC(C)=O. The product is [F:41][C:33]1[CH:34]=[C:35]([N+:38]([O-:40])=[O:39])[CH:36]=[CH:37][C:32]=1[O:31][C:25]1[C:24]2[C:29](=[CH:30][C:21]([O:20][CH2:19][CH:17]3[CH2:18][CH:13]4[CH2:12][NH:11][CH2:15][CH:14]4[CH2:16]3)=[C:22]([O:42][CH3:43])[CH:23]=2)[N:28]=[CH:27][CH:26]=1. The yield is 0.950. (7) The catalyst is C(O)(=O)C. The yield is 0.990. The reactants are O[CH2:2][CH2:3][CH2:4][CH2:5][CH2:6][CH2:7][CH2:8][CH2:9][CH2:10][CH2:11][CH2:12][CH2:13][CH2:14][CH2:15][CH2:16][C:17]([OH:19])=[O:18].[BrH:20]. The product is [Br:20][CH2:2][CH2:3][CH2:4][CH2:5][CH2:6][CH2:7][CH2:8][CH2:9][CH2:10][CH2:11][CH2:12][CH2:13][CH2:14][CH2:15][CH2:16][C:17]([OH:19])=[O:18]. (8) The reactants are C([O:3][C:4]([C@H:6]1[CH2:11][CH2:10][CH2:9][N:8]([C:12]([C:14]2[S:15][C:16]([C:19]3[C:23]([CH3:24])=[C:22]([C:25]([F:28])([F:27])[F:26])[O:21][N:20]=3)=[CH:17][CH:18]=2)=[O:13])[CH2:7]1)=O)C.[NH3:29]. The product is [CH3:24][C:23]1[C:19]([C:16]2[S:15][C:14]([C:12]([N:8]3[CH2:9][CH2:10][CH2:11][C@H:6]([C:4]([NH2:29])=[O:3])[CH2:7]3)=[O:13])=[CH:18][CH:17]=2)=[N:20][O:21][C:22]=1[C:25]([F:27])([F:28])[F:26]. No catalyst specified. The yield is 0.860. (9) The reactants are Cl[C:2]1[C:7]([C:8]([F:11])([F:10])[F:9])=[CH:6][N:5]=[C:4]([NH:12][C:13]2[CH:18]=[CH:17][C:16]([P:19]([CH3:22])([CH3:21])=[O:20])=[CH:15][CH:14]=2)[N:3]=1.C([N:25](CC)CC)C.NC[CH2:32][N:33]1[CH2:38][CH2:37][O:36][CH2:35][CH2:34]1. The catalyst is C(O)C. The product is [CH3:21][P:19]([C:16]1[CH:17]=[CH:18][C:13]([NH:12][C:4]2[N:3]=[C:2]([NH:25][CH2:32][N:33]3[CH2:38][CH2:37][O:36][CH2:35][CH2:34]3)[C:7]([C:8]([F:11])([F:10])[F:9])=[CH:6][N:5]=2)=[CH:14][CH:15]=1)([CH3:22])=[O:20]. The yield is 0.810. (10) The reactants are B(Br)(Br)Br.C[C:6]1[C:7]([O:20][C:21]2[CH:26]=[CH:25][C:24]([O:27]C)=[C:23]([CH:29]([CH3:31])[CH3:30])[CH:22]=2)=[C:8]2[C:12](=[CH:13][C:14]=1[CH3:15])[NH:11][C:10]([P:16]([OH:19])(=[O:18])[OH:17])=[CH:9]2.Cl[CH2:33]Cl. No catalyst specified. The product is [CH3:33][C:7]1([O:20][C:21]2[CH:26]=[CH:25][C:24]([OH:27])=[C:23]([CH:29]([CH3:30])[CH3:31])[CH:22]=2)[CH:6]=[C:14]([CH3:15])[CH:13]=[C:12]2[C:8]1=[CH:9][C:10]([P:16]([OH:19])(=[O:18])[OH:17])=[N:11]2. The yield is 0.800.